From a dataset of Reaction yield outcomes from USPTO patents with 853,638 reactions. Predict the reaction yield, written as a fraction of the theoretical maximum amount of product (1.0 means a 100% yield; for example, 0.34 means a 34% yield). The reactants are [F:1][C:2]1[CH:7]=[C:6]([O:8][C:9]([F:12])([F:11])[F:10])[CH:5]=[CH:4][C:3]=1[C:13]1[CH:14]=[C:15]([CH:20]=[CH:21][N:22]=1)[C:16]([O:18][CH3:19])=[O:17].[ClH:23]. The catalyst is CO.[Pt](=O)=O. The product is [ClH:23].[F:1][C:2]1[CH:7]=[C:6]([O:8][C:9]([F:12])([F:11])[F:10])[CH:5]=[CH:4][C:3]=1[CH:13]1[CH2:14][CH:15]([C:16]([O:18][CH3:19])=[O:17])[CH2:20][CH2:21][NH:22]1. The yield is 0.980.